Dataset: Catalyst prediction with 721,799 reactions and 888 catalyst types from USPTO. Task: Predict which catalyst facilitates the given reaction. Reactant: [NH2:1][C:2]1[C:3]2[N:11]=[C:10]([C:12]3[CH:13]=[C:14]([CH:18]=[C:19]([F:21])[CH:20]=3)[C:15]([OH:17])=O)[CH:9]=[CH:8][C:4]=2[N:5]=[CH:6][N:7]=1.CN.C1COCC1.[CH3:29][N:30](C(ON1N=NC2C=CC=NC1=2)=[N+](C)C)C.F[P-](F)(F)(F)(F)F.CCN(C(C)C)C(C)C. Product: [NH2:1][C:2]1[C:3]2[N:11]=[C:10]([C:12]3[CH:13]=[C:14]([CH:18]=[C:19]([F:21])[CH:20]=3)[C:15]([NH:30][CH3:29])=[O:17])[CH:9]=[CH:8][C:4]=2[N:5]=[CH:6][N:7]=1. The catalyst class is: 3.